From a dataset of Forward reaction prediction with 1.9M reactions from USPTO patents (1976-2016). Predict the product of the given reaction. (1) Given the reactants Br[C:2]1[CH:7]=[CH:6][CH:5]=[CH:4][CH:3]=1.[Mg].[C:9]([CH2:11][C:12]([O:14][CH3:15])=[O:13])#[N:10].[Cl-].[NH4+], predict the reaction product. The product is: [NH2:10][C:9]([C:2]1[CH:7]=[CH:6][CH:5]=[CH:4][CH:3]=1)=[CH:11][C:12]([O:14][CH3:15])=[O:13]. (2) Given the reactants [CH3:1][C:2]1[N:7]=[C:6]([CH2:8][OH:9])[CH:5]=[CH:4][CH:3]=1.[Cl:10][C:11]1[CH:16]=[C:15]([NH:17][C:18]2[C:27]3[C:22](=[CH:23][CH:24]=[CH:25][C:26]=3[O:28][CH2:29][C@@H:30]3[CH2:34][CH2:33][CH2:32][N:31]3[C:35](=[O:40])[CH2:36][N:37]([CH3:39])[CH3:38])[N:21]=[CH:20][N:19]=2)[CH:14]=[CH:13][C:12]=1O, predict the reaction product. The product is: [Cl:10][C:11]1[CH:16]=[C:15]([NH:17][C:18]2[C:27]3[C:22](=[CH:23][CH:24]=[CH:25][C:26]=3[O:28][CH2:29][C@@H:30]3[CH2:34][CH2:33][CH2:32][N:31]3[C:35](=[O:40])[CH2:36][N:37]([CH3:38])[CH3:39])[N:21]=[CH:20][N:19]=2)[CH:14]=[CH:13][C:12]=1[O:9][CH2:8][C:6]1[CH:5]=[CH:4][CH:3]=[C:2]([CH3:1])[N:7]=1. (3) The product is: [OH:2][C@@H:3]1[CH2:8][NH:7][C@H:6]([C:9]([O:11][CH3:13])=[O:10])[CH2:5][CH2:4]1. Given the reactants Cl.[OH:2][C@@H:3]1[CH2:8][NH:7][C@H:6]([C:9]([OH:11])=[O:10])[CH2:5][CH2:4]1.O1CCOC[CH2:13]1, predict the reaction product. (4) Given the reactants N[C:2]1[C:11]2[C:6](=[CH:7][CH:8]=[CH:9][CH:10]=2)[CH:5]=[CH:4][C:3]=1[C:12]([OH:21])([C:17]([F:20])([F:19])[F:18])[C:13]([F:16])([F:15])[F:14].C(Cl)(=[O:25])CC.[N:27]1C=[CH:31][CH:30]=[CH:29][CH:28]=1, predict the reaction product. The product is: [F:15][C:13]([F:16])([F:14])[C:12]([C:3]1[CH:4]=[CH:5][C:6]2[C:11](=[CH:10][CH:9]=[CH:8][CH:7]=2)[C:2]=1[CH:29]([CH2:30][CH3:31])[C:28]([NH2:27])=[O:25])([OH:21])[C:17]([F:20])([F:18])[F:19]. (5) Given the reactants [CH3:1][CH:2]([SH:4])[CH3:3].[H-].[Na+].[N:7]1([C:13]([N:15]2[CH2:20][CH:19]([C:21]3[CH:26]=[CH:25][C:24]([C:27]([F:30])([F:29])[F:28])=[CH:23][CH:22]=3)[CH2:18][CH:17]([CH2:31]S([O-])(=O)=O)[CH2:16]2)=[O:14])[CH2:12][CH2:11][O:10][CH2:9][CH2:8]1.O, predict the reaction product. The product is: [CH:2]([S:4][CH2:31][CH:17]1[CH2:18][CH:19]([C:21]2[CH:26]=[CH:25][C:24]([C:27]([F:30])([F:29])[F:28])=[CH:23][CH:22]=2)[CH2:20][N:15]([C:13]([N:7]2[CH2:12][CH2:11][O:10][CH2:9][CH2:8]2)=[O:14])[CH2:16]1)([CH3:3])[CH3:1].